This data is from Reaction yield outcomes from USPTO patents with 853,638 reactions. The task is: Predict the reaction yield, written as a fraction of the theoretical maximum amount of product (1.0 means a 100% yield; for example, 0.34 means a 34% yield). (1) The reactants are C([O:3][C:4](=[O:33])[CH2:5][O:6][C:7]1[CH:12]=[CH:11][C:10]([C:13]([CH2:31][CH3:32])=[C:14]([C:23]2[CH:28]=[CH:27][C:26]([O:29][CH3:30])=[CH:25][CH:24]=2)[C:15]2[CH:20]=[CH:19][C:18]([O:21][CH3:22])=[CH:17][CH:16]=2)=[CH:9][CH:8]=1)C.[OH-].[Na+].C1COCC1. The catalyst is CCO. The product is [CH2:31]([C:13]([C:10]1[CH:9]=[CH:8][C:7]([O:6][CH2:5][C:4]([OH:33])=[O:3])=[CH:12][CH:11]=1)=[C:14]([C:23]1[CH:28]=[CH:27][C:26]([O:29][CH3:30])=[CH:25][CH:24]=1)[C:15]1[CH:20]=[CH:19][C:18]([O:21][CH3:22])=[CH:17][CH:16]=1)[CH3:32]. The yield is 0.620. (2) The reactants are [CH:1]([C:3]1[C:4]([CH3:13])=[CH:5][C:6]([CH3:12])=[C:7]([CH:11]=1)[C:8]([OH:10])=O)=[O:2].CCN(C(C)C)C(C)C.CN(C(ON1N=NC2C=CC=CC1=2)=[N+](C)C)C.F[P-](F)(F)(F)(F)F.Cl.[NH:48]1[CH2:53][CH2:52][CH:51]([C:54]2[CH:61]=[CH:60][C:57]([C:58]#[N:59])=[CH:56][CH:55]=2)[CH2:50][CH2:49]1. The catalyst is CN(C=O)C. The product is [CH:1]([C:3]1[C:4]([CH3:13])=[CH:5][C:6]([CH3:12])=[C:7]([CH:11]=1)[C:8]([N:48]1[CH2:53][CH2:52][CH:51]([C:54]2[CH:61]=[CH:60][C:57]([C:58]#[N:59])=[CH:56][CH:55]=2)[CH2:50][CH2:49]1)=[O:10])=[O:2]. The yield is 0.840. (3) The product is [F:19][C:20]1[CH:25]=[CH:24][CH:23]=[CH:22][C:21]=1[N:1]1[C:6]2[CH:7]=[CH:8][CH:9]=[CH:10][C:5]=2[O:4][CH2:3][S:2]1(=[O:11])=[O:12]. The yield is 0.0700. The catalyst is ClCCl.C([O-])(=O)C.[Cu+2].C([O-])(=O)C. The reactants are [NH:1]1[C:6]2[CH:7]=[CH:8][CH:9]=[CH:10][C:5]=2[O:4][CH2:3][S:2]1(=[O:12])=[O:11].N1C=CC=CC=1.[F:19][C:20]1[CH:25]=[CH:24][CH:23]=[CH:22][C:21]=1B(O)O. (4) The reactants are [CH2:1]([C@@:4]1([C:28]2[CH:33]=[CH:32][C:31]([F:34])=[CH:30][CH:29]=2)[O:9][C:8](=[O:10])[N:7]([C@H:11]([C:13]2[CH:18]=[CH:17][C:16](B3OC(C)(C)C(C)(C)O3)=[CH:15][CH:14]=2)[CH3:12])[CH2:6][CH2:5]1)[CH:2]=[CH2:3].Br[C:36]1[C:37]([OH:42])=[N:38][CH:39]=[CH:40][CH:41]=1.C([O-])([O-])=O.[Na+].[Na+]. The catalyst is C1C=CC(P(C2C=CC=CC=2)[C-]2C=CC=C2)=CC=1.C1C=CC(P(C2C=CC=CC=2)[C-]2C=CC=C2)=CC=1.Cl[Pd]Cl.[Fe+2].O1CCOCC1. The product is [CH2:1]([C@@:4]1([C:28]2[CH:33]=[CH:32][C:31]([F:34])=[CH:30][CH:29]=2)[O:9][C:8](=[O:10])[N:7]([C@H:11]([C:13]2[CH:18]=[CH:17][C:16]([C:36]3[C:37](=[O:42])[NH:38][CH:39]=[CH:40][CH:41]=3)=[CH:15][CH:14]=2)[CH3:12])[CH2:6][CH2:5]1)[CH:2]=[CH2:3]. The yield is 0.430. (5) The reactants are [CH2:1]([N:3]1[C:8](=[O:9])[C:7]2=[N:10][O:11][C:12]([CH3:13])=[C:6]2[C:5]([C:14]2[CH:19]=[CH:18][CH:17]=[CH:16][CH:15]=2)=[N:4]1)[CH3:2]. The catalyst is [Pd].C(O)C. The product is [C:12]([C:6]1[C:5]([C:14]2[CH:15]=[CH:16][CH:17]=[CH:18][CH:19]=2)=[N:4][N:3]([CH2:1][CH3:2])[C:8](=[O:9])[C:7]=1[NH2:10])(=[O:11])[CH3:13]. The yield is 0.980. (6) The reactants are C([O:3][C:4](=[O:27])[C:5]1[CH:10]=[CH:9][C:8]([C:11]#[C:12][C:13]2[CH:22]=[CH:21][C:20]3[C:19](=[O:23])[CH2:18][CH2:17][C:16]([CH3:25])([CH3:24])[C:15]=3[CH:14]=2)=[CH:7][C:6]=1[F:26])C.[OH-].[Na+]. The catalyst is C(O)C.CO.O1CCCC1. The product is [F:26][C:6]1[CH:7]=[C:8]([C:11]#[C:12][C:13]2[CH:22]=[CH:21][C:20]3[C:19](=[O:23])[CH2:18][CH2:17][C:16]([CH3:25])([CH3:24])[C:15]=3[CH:14]=2)[CH:9]=[CH:10][C:5]=1[C:4]([OH:27])=[O:3]. The yield is 0.270.